From a dataset of Full USPTO retrosynthesis dataset with 1.9M reactions from patents (1976-2016). Predict the reactants needed to synthesize the given product. (1) Given the product [CH3:11][C:12]1[CH:13]=[C:14]2[N:19]([C:20]=1[CH2:1][N:5]1[CH2:4][CH2:3][CH2:9][O:8][CH2:7][CH2:6]1)[N:18]=[CH:17][N:16]=[C:15]2[NH2:21], predict the reactants needed to synthesize it. The reactants are: [CH2:1]=O.[CH2:3]1[CH2:9][O:8][CH2:7][CH2:6][NH:5][CH2:4]1.Cl.[CH3:11][C:12]1[CH:13]=[C:14]2[N:19]([CH:20]=1)[N:18]=[CH:17][N:16]=[C:15]2[NH2:21]. (2) Given the product [Cl:1][C:2]1[CH:3]=[N:4][CH:5]=[C:6]([C:8]#[C:9][C:14]2[CH:15]=[CH:16][C:11]([F:10])=[C:12]([F:18])[CH:13]=2)[CH:7]=1, predict the reactants needed to synthesize it. The reactants are: [Cl:1][C:2]1[CH:3]=[N:4][CH:5]=[C:6]([C:8]#[CH:9])[CH:7]=1.[F:10][C:11]1[CH:16]=[CH:15][C:14](I)=[CH:13][C:12]=1[F:18].C(N(CC)CC)C.